Task: Predict the reaction yield, written as a fraction of the theoretical maximum amount of product (1.0 means a 100% yield; for example, 0.34 means a 34% yield).. Dataset: Reaction yield outcomes from USPTO patents with 853,638 reactions (1) The reactants are [F:1][C:2]1[CH:7]=[CH:6][C:5]([N:8]2[C:12]3=[N:13][CH:14]=[CH:15][C:16](I)=[C:11]3[CH:10]=[N:9]2)=[CH:4][CH:3]=1.[NH:18]1[CH:22]=[CH:21][N:20]=[CH:19]1.C(=O)([O-])[O-].[K+].[K+].N1CCC[C@@H]1C(O)=O. The catalyst is [Cu]I.CS(C)=O. The product is [F:1][C:2]1[CH:7]=[CH:6][C:5]([N:8]2[C:12]3=[N:13][CH:14]=[CH:15][C:16]([N:18]4[CH:22]=[CH:21][N:20]=[CH:19]4)=[C:11]3[CH:10]=[N:9]2)=[CH:4][CH:3]=1. The yield is 0.220. (2) The reactants are [H-].[Na+].F[C:4]1[CH:9]=[CH:8][C:7]([N+:10]([O-:12])=[O:11])=[CH:6][CH:5]=1.[F:13][C:14]1[C:19]([F:20])=[CH:18][CH:17]=[CH:16][C:15]=1[OH:21]. The catalyst is CN(C)C=O.Cl[Cu]. The product is [F:20][C:19]1[CH:18]=[CH:17][CH:16]=[C:15]([O:21][C:4]2[CH:9]=[CH:8][C:7]([N+:10]([O-:12])=[O:11])=[CH:6][CH:5]=2)[C:14]=1[F:13]. The yield is 0.840.